Dataset: Forward reaction prediction with 1.9M reactions from USPTO patents (1976-2016). Task: Predict the product of the given reaction. (1) Given the reactants [CH3:1][NH:2][CH2:3][C:4]1[CH:9]=[CH:8][CH:7]=[CH:6][CH:5]=1.[CH3:10][O:11][C:12]1[CH:13]=[C:14]([CH:17]=[CH:18][C:19]=1[N+:20]([O-:22])=[O:21])[CH2:15]Br, predict the reaction product. The product is: [CH2:3]([N:2]([CH3:1])[CH2:15][C:14]1[CH:17]=[CH:18][C:19]([N+:20]([O-:22])=[O:21])=[C:12]([O:11][CH3:10])[CH:13]=1)[C:4]1[CH:9]=[CH:8][CH:7]=[CH:6][CH:5]=1. (2) Given the reactants [NH2:1][C:2]1[CH:3]=[C:4]([C:8]#[CH:9])[CH:5]=[CH:6][CH:7]=1.[C:10]([O:14][C:15](O[C:15]([O:14][C:10]([CH3:13])([CH3:12])[CH3:11])=[O:16])=[O:16])([CH3:13])([CH3:12])[CH3:11], predict the reaction product. The product is: [C:8]([C:4]1[CH:3]=[C:2]([NH:1][C:15](=[O:16])[O:14][C:10]([CH3:13])([CH3:12])[CH3:11])[CH:7]=[CH:6][CH:5]=1)#[CH:9]. (3) Given the reactants [CH:1]1([CH2:6][C@H:7]([CH2:11][N:12]([CH:21]=[O:22])[O:13][CH2:14][C:15]2[CH:20]=[CH:19][CH:18]=[CH:17][CH:16]=2)[C:8](O)=[O:9])[CH2:5][CH2:4][CH2:3][CH2:2]1.[F:23]C1N=C(F)N=C(F)N=1.N1C=CC=CC=1, predict the reaction product. The product is: [CH:1]1([CH2:6][C@H:7]([CH2:11][N:12]([CH:21]=[O:22])[O:13][CH2:14][C:15]2[CH:20]=[CH:19][CH:18]=[CH:17][CH:16]=2)[C:8]([F:23])=[O:9])[CH2:5][CH2:4][CH2:3][CH2:2]1. (4) Given the reactants [C:1]([O:5][C:6]([N:8]1[CH2:13][CH2:12][CH:11]([OH:14])[CH2:10][CH2:9]1)=[O:7])([CH3:4])([CH3:3])[CH3:2].[F:15][C:16]1[CH:21]=[C:20]([N+:22]([O-:24])=[O:23])[CH:19]=[C:18]([F:25])[C:17]=1O.C1(P(C2C=CC=CC=2)C2C=CC=CC=2)C=CC=CC=1.N(C(OCC)=O)=NC(OCC)=O, predict the reaction product. The product is: [C:1]([O:5][C:6]([N:8]1[CH2:13][CH2:12][CH:11]([O:14][C:17]2[C:18]([F:25])=[CH:19][C:20]([N+:22]([O-:24])=[O:23])=[CH:21][C:16]=2[F:15])[CH2:10][CH2:9]1)=[O:7])([CH3:4])([CH3:2])[CH3:3]. (5) Given the reactants [Cl:1][C:2]1[CH:16]=[CH:15][C:5]([O:6][CH2:7][C:8]([O:10]C(C)(C)C)=[O:9])=[C:4]([CH2:17][N:18]2[CH2:23][CH2:22][N:21]([C:24](=[O:32])[CH2:25][C:26]3[CH:31]=[CH:30][CH:29]=[CH:28][CH:27]=3)[C@H:20]([CH3:33])[C@@H:19]2[CH3:34])[CH:3]=1, predict the reaction product. The product is: [Cl:1][C:2]1[CH:16]=[CH:15][C:5]([O:6][CH2:7][C:8]([OH:10])=[O:9])=[C:4]([CH2:17][N:18]2[CH2:23][CH2:22][N:21]([C:24](=[O:32])[CH2:25][C:26]3[CH:31]=[CH:30][CH:29]=[CH:28][CH:27]=3)[C@H:20]([CH3:33])[C@@H:19]2[CH3:34])[CH:3]=1. (6) Given the reactants [Li]CCCC.[O:6]1[C:10]2([CH2:15][CH2:14][CH:13]([C:16]3[S:17][CH:18]=[CH:19][N:20]=3)[CH2:12][CH2:11]2)[O:9][CH2:8][CH2:7]1.[C:21](=[O:23])=[O:22], predict the reaction product. The product is: [O:9]1[C:10]2([CH2:15][CH2:14][CH:13]([C:16]3[S:17][C:18]([C:21]([OH:23])=[O:22])=[CH:19][N:20]=3)[CH2:12][CH2:11]2)[O:6][CH2:7][CH2:8]1. (7) Given the reactants [C:1]([C:3]1[CH:8]=[CH:7][C:6]([CH:9]2[O:11][CH:10]2C(OCC)=O)=[CH:5][C:4]=1[O:17][CH3:18])#[N:2].CC[O-].[Na+].O, predict the reaction product. The product is: [CH3:18][O:17][C:4]1[CH:5]=[C:6]([CH2:9][CH:10]=[O:11])[CH:7]=[CH:8][C:3]=1[C:1]#[N:2].